Predict the reaction yield, written as a fraction of the theoretical maximum amount of product (1.0 means a 100% yield; for example, 0.34 means a 34% yield). From a dataset of Reaction yield outcomes from USPTO patents with 853,638 reactions. (1) The reactants are C(OC([N:11]1[CH2:17][CH2:16][CH2:15][C@H:14]([NH:18][C:19]([N:21]2[CH2:27][CH2:26][C@@H:25]3[C@H:22]2[C:23](=[O:32])[N:24]3[S:28]([OH:31])(=[O:30])=[O:29])=[O:20])[CH2:13][CH2:12]1)=O)C1C=CC=CC=1. The catalyst is C(O)C.O.[OH-].[Pd+2].[OH-]. The product is [NH:11]1[CH2:17][CH2:16][CH2:15][C@H:14]([NH:18][C:19]([N:21]2[CH2:27][CH2:26][C@@H:25]3[C@H:22]2[C:23](=[O:32])[N:24]3[S:28]([OH:31])(=[O:30])=[O:29])=[O:20])[CH2:13][CH2:12]1. The yield is 0.270. (2) The reactants are [Cl:1][C:2]1[CH:3]=[C:4]2[C:9](=[CH:10][C:11]=1[O:12][C:13]1[CH:18]=[CH:17][C:16]([C:19](=[O:31])[NH:20][CH:21]3[CH2:24][CH:23]([C:25]4[CH:30]=[CH:29][CH:28]=[CH:27][CH:26]=4)[CH2:22]3)=[CH:15][CH:14]=1)[O:8][CH2:7][CH2:6][CH:5]2[C:32]([OH:34])=[O:33].C[O-].[Na+:37]. The catalyst is CO. The product is [Cl:1][C:2]1[CH:3]=[C:4]2[C:9](=[CH:10][C:11]=1[O:12][C:13]1[CH:14]=[CH:15][C:16]([C:19](=[O:31])[NH:20][CH:21]3[CH2:22][CH:23]([C:25]4[CH:30]=[CH:29][CH:28]=[CH:27][CH:26]=4)[CH2:24]3)=[CH:17][CH:18]=1)[O:8][CH2:7][CH2:6][CH:5]2[C:32]([O-:34])=[O:33].[Na+:37]. The yield is 0.999. (3) The reactants are Br[C:2]1[S:6][C:5]([CH2:7][O:8][C:9]2[C:10]([F:19])=[C:11]([C:15]([F:18])=[CH:16][CH:17]=2)[C:12]([NH2:14])=[O:13])=[N:4][C:3]=1[C:20]1[CH:25]=[CH:24][C:23]([O:26][CH3:27])=[CH:22][CH:21]=1.[N:28]1[CH:33]=[CH:32][CH:31]=[C:30](B(O)O)[CH:29]=1.P([O-])([O-])([O-])=O.[K+].[K+].[K+]. The catalyst is CN(C=O)C.O.[Pd+2].C1(P(C2C=CC=CC=2)C2C=CC=CC=2)C=CC=CC=1. The product is [F:19][C:10]1[C:9]([O:8][CH2:7][C:5]2[S:6][C:2]([C:30]3[CH:29]=[N:28][CH:33]=[CH:32][CH:31]=3)=[C:3]([C:20]3[CH:25]=[CH:24][C:23]([O:26][CH3:27])=[CH:22][CH:21]=3)[N:4]=2)=[CH:17][CH:16]=[C:15]([F:18])[C:11]=1[C:12]([NH2:14])=[O:13]. The yield is 0.500. (4) The reactants are C[Si]([CH2:5][N:6]1[CH:10]=[C:9]([C:11]2[CH:16]=[CH:15][CH:14]=[CH:13][N:12]=2)[N:8]=[N:7]1)(C)C.O.[F-].C([N+](CCCC)(CCCC)CCCC)CCC. The catalyst is C1COCC1. The product is [CH3:5][N:6]1[CH:10]=[C:9]([C:11]2[CH:16]=[CH:15][CH:14]=[CH:13][N:12]=2)[N:8]=[N:7]1. The yield is 0.850.